This data is from Full USPTO retrosynthesis dataset with 1.9M reactions from patents (1976-2016). The task is: Predict the reactants needed to synthesize the given product. (1) Given the product [CH3:1][S:2]([O:5][C:6]1[C:14]([O:15][CH3:16])=[CH:13][C:12]([C:17]2[N:18]([C:28]([O:30][C:31]([CH3:34])([CH3:32])[CH3:33])=[O:29])[C:19]3[C:24]([CH:25]=2)=[CH:23][C:22]([CH2:26][N:37]([CH2:38][CH3:39])[CH3:36])=[CH:21][CH:20]=3)=[C:11]2[C:7]=1[CH2:8][NH:9][C:10]2=[O:35])(=[O:3])=[O:4], predict the reactants needed to synthesize it. The reactants are: [CH3:1][S:2]([O:5][C:6]1[C:14]([O:15][CH3:16])=[CH:13][C:12]([C:17]2[N:18]([C:28]([O:30][C:31]([CH3:34])([CH3:33])[CH3:32])=[O:29])[C:19]3[C:24]([CH:25]=2)=[CH:23][C:22]([CH:26]=O)=[CH:21][CH:20]=3)=[C:11]2[C:7]=1[CH2:8][NH:9][C:10]2=[O:35])(=[O:4])=[O:3].[CH3:36][NH:37][CH2:38][CH3:39].C(O)(=O)C.C(O[BH-](OC(=O)C)OC(=O)C)(=O)C.[Na+]. (2) Given the product [F:15][C:16]1[CH:25]=[C:24]([I:26])[CH:23]=[CH:22][C:17]=1[NH:18][C:19]1[N:20]([CH3:21])[C:10](=[O:12])[C:6]2[N:7]=[CH:8][S:9][C:5]=2[C:4]=1[C:3]([O:2][CH3:1])=[O:14], predict the reactants needed to synthesize it. The reactants are: [CH3:1][O:2][C:3](=[O:14])[CH2:4][C:5]1[S:9][CH:8]=[N:7][C:6]=1[C:10]([O:12]C)=O.[F:15][C:16]1[CH:25]=[C:24]([I:26])[CH:23]=[CH:22][C:17]=1[N:18]=[C:19]=[N:20][CH3:21]. (3) Given the product [CH2:7]([C:14]1([C:19]2[CH:24]=[CH:23][CH:22]=[C:21]([O:25][CH3:26])[CH:20]=2)[CH2:15][NH:16][CH2:17]1)[C:8]1[CH:9]=[CH:10][CH:11]=[CH:12][CH:13]=1, predict the reactants needed to synthesize it. The reactants are: [H-].[Al+3].[Li+].[H-].[H-].[H-].[CH2:7]([C:14]1([C:19]2[CH:24]=[CH:23][CH:22]=[C:21]([O:25][CH3:26])[CH:20]=2)[CH2:17][NH:16][C:15]1=O)[C:8]1[CH:13]=[CH:12][CH:11]=[CH:10][CH:9]=1.